Dataset: Catalyst prediction with 721,799 reactions and 888 catalyst types from USPTO. Task: Predict which catalyst facilitates the given reaction. (1) Reactant: [CH3:1][S:2][C:3]1[N:8]=[C:7]([NH:9][C:10]2([C:13]3[CH:18]=[CH:17][CH:16]=[CH:15][CH:14]=3)[CH2:12][CH2:11]2)[C:6]([C:19]([O:21]CC)=[O:20])=[CH:5][N:4]=1. Product: [CH3:1][S:2][C:3]1[N:8]=[C:7]([NH:9][C:10]2([C:13]3[CH:14]=[CH:15][CH:16]=[CH:17][CH:18]=3)[CH2:11][CH2:12]2)[C:6]([C:19]([OH:21])=[O:20])=[CH:5][N:4]=1. The catalyst class is: 20. (2) Reactant: [CH2:1]([NH:3][C:4]([C:6]1[CH:7]=[C:8]2[C:13](=[CH:14][CH:15]=1)[NH:12][C@@H:11]([CH3:16])[C@H:10]([CH3:17])[C@H:9]2[NH:18][C:19](=[O:28])[O:20][CH2:21][C:22]1[CH:27]=[CH:26][CH:25]=[CH:24][CH:23]=1)=[O:5])[CH3:2].[C:29](OC(=O)C)(=[O:31])[CH3:30]. Product: [C:29]([N:12]1[C:13]2[C:8](=[CH:7][C:6]([C:4](=[O:5])[NH:3][CH2:1][CH3:2])=[CH:15][CH:14]=2)[C@H:9]([NH:18][C:19](=[O:28])[O:20][CH2:21][C:22]2[CH:27]=[CH:26][CH:25]=[CH:24][CH:23]=2)[C@@H:10]([CH3:17])[C@@H:11]1[CH3:16])(=[O:31])[CH3:30]. The catalyst class is: 25. (3) Reactant: [CH3:1][CH:2]([N:4]1[C:8]2[N:9]=[C:10]([C:18]3[CH:23]=[CH:22][C:21]([S:24]([CH3:27])(=[O:26])=[O:25])=[CH:20][CH:19]=3)[CH:11]=[C:12]([C:13]([O:15]CC)=[O:14])[C:7]=2[CH:6]=[N:5]1)[CH3:3].C(O)C.[OH-].[Na+]. Product: [CH3:3][CH:2]([N:4]1[C:8]2[N:9]=[C:10]([C:18]3[CH:23]=[CH:22][C:21]([S:24]([CH3:27])(=[O:25])=[O:26])=[CH:20][CH:19]=3)[CH:11]=[C:12]([C:13]([OH:15])=[O:14])[C:7]=2[CH:6]=[N:5]1)[CH3:1]. The catalyst class is: 1. (4) Reactant: CN(C(ON1N=NC2C=CC=NC1=2)=[N+](C)C)C.F[P-](F)(F)(F)(F)F.FC(F)(F)C(O)=O.[CH:32]([C:35]1[S:36][CH:37]=[C:38]([C:40]([N:42]2[CH2:66][C:46]3([CH2:49][N:48]([CH2:50][CH2:51][C:52]4[CH:53]=[C:54]([CH:63]=[CH:64][CH:65]=4)[CH2:55][CH2:56][O:57][CH2:58][CH2:59][C:60]([OH:62])=O)[CH2:47]3)[O:45][CH2:44][CH2:43]2)=[O:41])[N:39]=1)([CH3:34])[CH3:33].[CH2:67]([NH:69][CH2:70][CH:71]([O:74][CH3:75])[O:72][CH3:73])[CH3:68].C(N(CC)CC)C. Product: [CH3:73][O:72][CH:71]([O:74][CH3:75])[CH2:70][N:69]([CH2:67][CH3:68])[C:60](=[O:62])[CH2:59][CH2:58][O:57][CH2:56][CH2:55][C:54]1[CH:63]=[CH:64][CH:65]=[C:52]([CH2:51][CH2:50][N:48]2[CH2:49][C:46]3([CH2:66][N:42]([C:40]([C:38]4[N:39]=[C:35]([CH:32]([CH3:33])[CH3:34])[S:36][CH:37]=4)=[O:41])[CH2:43][CH2:44][O:45]3)[CH2:47]2)[CH:53]=1. The catalyst class is: 3.